Dataset: Full USPTO retrosynthesis dataset with 1.9M reactions from patents (1976-2016). Task: Predict the reactants needed to synthesize the given product. (1) Given the product [CH2:1]([O:8][C@@H:13]1[C@@H:10]([OH:11])[C@H:9]([O:8][CH2:1][C:2]2[CH:7]=[CH:6][CH:5]=[CH:4][CH:3]=2)[C@@H:9]([CH2:10][O:11][CH2:19][C:20]2[CH:21]=[CH:22][CH:23]=[CH:24][CH:25]=2)[O:16][CH:14]1[OH:15])[C:2]1[CH:7]=[CH:6][CH:5]=[CH:4][CH:3]=1, predict the reactants needed to synthesize it. The reactants are: [CH2:1]([O:8][CH2:9][CH:10]=[O:11])[C:2]1[CH:7]=[CH:6][CH:5]=[CH:4][CH:3]=1.Cl[C:13](Cl)(Cl)[C:14]([OH:16])=[O:15].[CH2:19]([C@@H]1N[C@H](C(C)(C)C)N(C)C1=O)[C:20]1[CH:25]=[CH:24][CH:23]=[CH:22][CH:21]=1. (2) Given the product [Br:14][CH2:13][C:12]1[C:2]([Cl:1])=[C:3]([CH:9]=[CH:10][CH:11]=1)[C:4]([O:6][CH2:7][CH3:8])=[O:5], predict the reactants needed to synthesize it. The reactants are: [Cl:1][C:2]1[C:12]([CH3:13])=[CH:11][CH:10]=[CH:9][C:3]=1[C:4]([O:6][CH2:7][CH3:8])=[O:5].[Br:14]N1C(=O)CCC1=O. (3) Given the product [C:51]([OH:54])([C:27]([F:30])([F:29])[F:28])=[O:52].[F:37][C:8]([F:36])([C:5]1[CH:6]=[CH:7][C:2]([C:43]2[CH:44]=[CH:45][C:40]([C:39]([F:50])([F:49])[F:38])=[CH:41][CH:42]=2)=[CH:3][CH:4]=1)[O:9][C:10]1[CH:15]=[CH:14][CH:13]=[CH:12][C:11]=1[C:16]1[N:21]=[C:20]([N:22]2[C:26]([C:27]([F:29])([F:30])[F:28])=[C:25]([C:31]([OH:33])=[O:32])[CH:24]=[N:23]2)[CH:19]=[CH:18][CH:17]=1, predict the reactants needed to synthesize it. The reactants are: Br[C:2]1[CH:7]=[CH:6][C:5]([C:8]([F:37])([F:36])[O:9][C:10]2[CH:15]=[CH:14][CH:13]=[CH:12][C:11]=2[C:16]2[N:21]=[C:20]([N:22]3[C:26]([C:27]([F:30])([F:29])[F:28])=[C:25]([C:31]([O:33]CC)=[O:32])[CH:24]=[N:23]3)[CH:19]=[CH:18][CH:17]=2)=[CH:4][CH:3]=1.[F:38][C:39]([F:50])([F:49])[C:40]1[CH:45]=[CH:44][C:43](B(O)O)=[CH:42][CH:41]=1.[C:51]([O-:54])([O-])=[O:52].[Na+].[Na+]. (4) Given the product [CH:14]([S:1][C:2]1[N:6]([C:7]2[CH:8]=[CH:9][C:10]([OH:13])=[CH:11][CH:12]=2)[N:5]=[N:4][N:3]=1)([CH3:16])[CH3:15], predict the reactants needed to synthesize it. The reactants are: [SH:1][C:2]1[N:6]([C:7]2[CH:12]=[CH:11][C:10]([OH:13])=[CH:9][CH:8]=2)[N:5]=[N:4][N:3]=1.[CH:14](I)([CH3:16])[CH3:15].C(=O)([O-])O.[Na+]. (5) Given the product [CH3:16][O:15][C:12]1[N:13]=[CH:14][C:9]2[CH:8]=[C:7]([C:5]([OH:6])=[O:4])[C:18](=[O:19])[NH:17][C:10]=2[N:11]=1, predict the reactants needed to synthesize it. The reactants are: [OH-].[Na+].C[O:4][C:5]([C:7]1[C:18](=[O:19])[NH:17][C:10]2[N:11]=[C:12]([O:15][CH3:16])[N:13]=[CH:14][C:9]=2[CH:8]=1)=[O:6].Cl.